This data is from Peptide-MHC class II binding affinity with 134,281 pairs from IEDB. The task is: Regression. Given a peptide amino acid sequence and an MHC pseudo amino acid sequence, predict their binding affinity value. This is MHC class II binding data. (1) The peptide sequence is QYDVIIQHPADMSWC. The MHC is DRB3_0101 with pseudo-sequence DRB3_0101. The binding affinity (normalized) is 0.227. (2) The peptide sequence is LETFVRVNPDEFEKK. The MHC is DRB1_0101 with pseudo-sequence DRB1_0101. The binding affinity (normalized) is 0.473. (3) The peptide sequence is IVGRGDSRLTYQWHK. The MHC is DRB1_0802 with pseudo-sequence DRB1_0802. The binding affinity (normalized) is 0. (4) The peptide sequence is SQDLELSTNLNGLQAY. The MHC is DRB1_0802 with pseudo-sequence DRB1_0802. The binding affinity (normalized) is 0.0542.